This data is from Forward reaction prediction with 1.9M reactions from USPTO patents (1976-2016). The task is: Predict the product of the given reaction. (1) Given the reactants [C:1]([C:4]1[CH:5]=[N:6][C:7]2[C:12]([C:13]=1[NH:14][C:15]1[CH:16]=[CH:17][C:18]([N:21]3[CH2:25][CH2:24][CH:23]([N:26]([CH3:34])[C:27](=[O:33])[O:28][C:29]([CH3:32])([CH3:31])[CH3:30])[CH2:22]3)=[N:19][CH:20]=1)=[CH:11][C:10](Br)=[CH:9][CH:8]=2)(=[O:3])[CH3:2].[Cl:36][C:37]1[CH:42]=[C:41](B2OC(C)(C)C(C)(C)O2)[CH:40]=[C:39]([Cl:52])[C:38]=1[OH:53], predict the reaction product. The product is: [C:1]([C:4]1[CH:5]=[N:6][C:7]2[C:12]([C:13]=1[NH:14][C:15]1[CH:16]=[CH:17][C:18]([N:21]3[CH2:25][CH2:24][CH:23]([N:26]([CH3:34])[C:27](=[O:33])[O:28][C:29]([CH3:32])([CH3:31])[CH3:30])[CH2:22]3)=[N:19][CH:20]=1)=[CH:11][C:10]([C:41]1[CH:42]=[C:37]([Cl:36])[C:38]([OH:53])=[C:39]([Cl:52])[CH:40]=1)=[CH:9][CH:8]=2)(=[O:3])[CH3:2]. (2) Given the reactants C[O:2][C:3]1[C:4]([CH2:13][CH2:14][CH3:15])=[C:5]([CH:10]=[CH:11][CH:12]=1)[CH2:6][N:7]([CH3:9])[CH3:8].[BrH:16].C(O)(=O)C, predict the reaction product. The product is: [BrH:16].[CH3:9][N:7]([CH2:6][C:5]1[C:4]([CH2:13][CH2:14][CH3:15])=[C:3]([OH:2])[CH:12]=[CH:11][CH:10]=1)[CH3:8]. (3) Given the reactants [NH2:1][CH:2]([CH3:12])[CH2:3][NH:4][C:5](=[O:11])[O:6][C:7]([CH3:10])([CH3:9])[CH3:8].[OH:13][C:14]1[CH:22]=[CH:21][CH:20]=[CH:19][C:15]=1[C:16](O)=[O:17].N1C=CN=C1.C1CCC(N=C=NC2CCCCC2)CC1, predict the reaction product. The product is: [OH:13][C:14]1[CH:22]=[CH:21][CH:20]=[CH:19][C:15]=1[C:16]([NH:1][CH:2]([CH3:12])[CH2:3][NH:4][C:5](=[O:11])[O:6][C:7]([CH3:8])([CH3:10])[CH3:9])=[O:17]. (4) The product is: [Cl:1][C:2]1[C:7]([F:8])=[C:6]([Cl:9])[N:5]=[C:4]([S:10]([CH3:11])(=[O:13])=[O:26])[N:3]=1. Given the reactants [Cl:1][C:2]1[C:7]([F:8])=[C:6]([Cl:9])[N:5]=[C:4]([S:10][CH3:11])[N:3]=1.S([O-])(O[O-])(=O)=[O:13].[K+].[K+].OS([O-])(=O)=O.[K+].[OH2:26], predict the reaction product. (5) The product is: [Si:31]([O:34][CH2:35][CH2:36][O:37][CH2:38][CH2:39][O:20][C:17]1[CH:18]=[CH:19][C:14]([CH2:13][CH2:12][C:8]2[CH:9]=[N:10][C:11]3[C:6]([CH:7]=2)=[C:5]2[CH:22]=[CH:23][C:24]([CH3:26])=[CH:25][C:4]2=[N:3][C:2]=3[NH2:1])=[C:15]([CH3:21])[CH:16]=1)([C:27]([CH3:30])([CH3:29])[CH3:28])([CH3:33])[CH3:32]. Given the reactants [NH2:1][C:2]1[C:11]2[N:10]=[CH:9][C:8]([CH2:12][CH2:13][C:14]3[CH:19]=[CH:18][C:17]([OH:20])=[CH:16][C:15]=3[CH3:21])=[CH:7][C:6]=2[C:5]2[CH:22]=[CH:23][C:24]([CH3:26])=[CH:25][C:4]=2[N:3]=1.[C:27]([Si:31]([O:34][CH2:35][CH2:36][O:37][CH2:38][CH2:39]Cl)([CH3:33])[CH3:32])([CH3:30])([CH3:29])[CH3:28], predict the reaction product. (6) Given the reactants [CH2:1]([NH:3][CH2:4][CH3:5])[CH3:2].C[Al](C)C.CO[C:12](=[O:34])[CH2:13][CH2:14][CH2:15][C:16]1[CH:25]=[CH:24][CH:23]=[C:22]2[C:17]=1[CH:18]=[CH:19][C:20]([NH:26][CH2:27][C:28]1[O:29][C:30]([CH3:33])=[CH:31][CH:32]=1)=[N:21]2, predict the reaction product. The product is: [CH2:1]([N:3]([CH2:4][CH3:5])[C:12](=[O:34])[CH2:13][CH2:14][CH2:15][C:16]1[CH:25]=[CH:24][CH:23]=[C:22]2[C:17]=1[CH:18]=[CH:19][C:20]([NH:26][CH2:27][C:28]1[O:29][C:30]([CH3:33])=[CH:31][CH:32]=1)=[N:21]2)[CH3:2].